Dataset: Catalyst prediction with 721,799 reactions and 888 catalyst types from USPTO. Task: Predict which catalyst facilitates the given reaction. (1) Reactant: [BH4-].[Li+].[NH2:3][C:4]1[CH:9]=[C:8]([CH3:10])[N:7]=[C:6]2[N:11]([C:16]3[C:21]([CH3:22])=[CH:20][C:19]([Cl:23])=[CH:18][C:17]=3[CH3:24])[C:12](=O)[CH:13]([CH3:14])[C:5]=12.Cl.[OH-].[Na+]. Product: [Cl:23][C:19]1[CH:18]=[C:17]([CH3:24])[C:16]([N:11]2[C:6]3=[N:7][C:8]([CH3:10])=[CH:9][C:4]([NH2:3])=[C:5]3[C:13]([CH3:14])=[CH:12]2)=[C:21]([CH3:22])[CH:20]=1. The catalyst class is: 7. (2) Reactant: [CH3:1][O:2][CH2:3][C@@H:4]([O:6][C:7]1[CH:8]=[C:9]([CH:19]=[C:20]([O:22]CC2C=CC=CC=2)[CH:21]=1)[C:10]([NH:12][C:13]1[CH:17]=[CH:16][N:15]([CH3:18])[N:14]=1)=[O:11])[CH3:5]. Product: [OH:22][C:20]1[CH:19]=[C:9]([CH:8]=[C:7]([O:6][C@@H:4]([CH3:5])[CH2:3][O:2][CH3:1])[CH:21]=1)[C:10]([NH:12][C:13]1[CH:17]=[CH:16][N:15]([CH3:18])[N:14]=1)=[O:11]. The catalyst class is: 358.